Dataset: Merck oncology drug combination screen with 23,052 pairs across 39 cell lines. Task: Regression. Given two drug SMILES strings and cell line genomic features, predict the synergy score measuring deviation from expected non-interaction effect. Cell line: A2780. Drug 1: CC(C)CC(NC(=O)C(Cc1ccccc1)NC(=O)c1cnccn1)B(O)O. Drug 2: CC1(c2nc3c(C(N)=O)cccc3[nH]2)CCCN1. Synergy scores: synergy=-7.80.